Dataset: Full USPTO retrosynthesis dataset with 1.9M reactions from patents (1976-2016). Task: Predict the reactants needed to synthesize the given product. (1) Given the product [CH:1]1([CH2:4][N:5]([C:6]2[C:7]([O:27][CH3:28])=[N:8][N:9]3[C:13]([C:14]4[C:19]([O:20][CH3:21])=[CH:18][C:17]([CH2:22][O:23][CH3:24])=[CH:16][C:15]=4[O:25][CH3:26])=[CH:12][S:11][C:10]=23)[CH2:29][C:30]2([F:43])[CH2:35][CH2:34][O:33][CH2:32][CH2:31]2)[CH2:3][CH2:2]1.[CH:1]1([CH2:4][N:5]([CH2:29][C:30]2[CH2:35][CH2:34][O:33][CH2:32][CH:31]=2)[C:6]2[C:7]([O:27][CH3:28])=[N:8][N:9]3[C:13]([C:14]4[C:15]([O:25][CH3:26])=[CH:16][C:17]([CH2:22][O:23][CH3:24])=[CH:18][C:19]=4[O:20][CH3:21])=[CH:12][S:11][C:10]=23)[CH2:3][CH2:2]1, predict the reactants needed to synthesize it. The reactants are: [CH:1]1([CH2:4][N:5]([CH2:29][C:30]2(O)[CH2:35][CH2:34][O:33][CH2:32][CH2:31]2)[C:6]2[C:7]([O:27][CH3:28])=[N:8][N:9]3[C:13]([C:14]4[C:19]([O:20][CH3:21])=[CH:18][C:17]([CH2:22][O:23][CH3:24])=[CH:16][C:15]=4[O:25][CH3:26])=[CH:12][S:11][C:10]=23)[CH2:3][CH2:2]1.C(N(S(F)(F)[F:43])CC)C.C(=O)([O-])O. (2) Given the product [F:35][C:34]([F:37])([F:36])[CH2:33][N:18]1[CH2:17][CH2:16][C:15]2([CH2:21][CH2:22][N:12]([S:9]([C:6]3[CH:7]=[CH:8][C:3]([C:2]([F:1])([F:23])[F:24])=[CH:4][CH:5]=3)(=[O:10])=[O:11])[CH2:13][CH2:14]2)[C:19]1=[O:20], predict the reactants needed to synthesize it. The reactants are: [F:1][C:2]([F:24])([F:23])[C:3]1[CH:8]=[CH:7][C:6]([S:9]([N:12]2[CH2:22][CH2:21][C:15]3([C:19](=[O:20])[NH:18][CH2:17][CH2:16]3)[CH2:14][CH2:13]2)(=[O:11])=[O:10])=[CH:5][CH:4]=1.[H-].[Na+].FC(F)(F)S(O[CH2:33][C:34]([F:37])([F:36])[F:35])(=O)=O.ClCCl. (3) Given the product [F:19][C:20]1[CH:25]=[CH:24][C:23]([CH:26]2[CH2:35][CH:34]([OH:36])[C:33]3[C:28](=[CH:29][CH:30]=[C:31]([OH:37])[CH:32]=3)[O:27]2)=[CH:22][CH:21]=1, predict the reactants needed to synthesize it. The reactants are: C1(C2CC(O)C3C(=CC=C(O)C=3)O2)C=CC=CC=1.[F:19][C:20]1[CH:25]=[CH:24][C:23]([CH:26]2[CH2:35][C:34](=[O:36])[C:33]3[C:28](=[CH:29][CH:30]=[C:31]([OH:37])[CH:32]=3)[O:27]2)=[CH:22][CH:21]=1. (4) Given the product [Br:18][C:19]1[CH:24]=[CH:23][C:22]([O:5][C@@H:6]2[CH2:7][O:8][CH2:9][C@H:10]2[NH:11][S:12]([CH:15]([CH3:17])[CH3:16])(=[O:14])=[O:13])=[CH:21][CH:20]=1, predict the reactants needed to synthesize it. The reactants are: CS([O:5][C@H:6]1[C@H:10]([NH:11][S:12]([CH:15]([CH3:17])[CH3:16])(=[O:14])=[O:13])[CH2:9][O:8][CH2:7]1)(=O)=O.[Br:18][C:19]1[CH:24]=[CH:23][C:22](O)=[CH:21][CH:20]=1.C(=O)([O-])[O-].[Cs+].[Cs+].C(=O)(O)[O-].[Na+]. (5) Given the product [CH3:8][C:5]1[CH:6]=[CH:7][C:2]([NH:1][C:15]([CH3:16])=[O:17])=[CH:3][CH:4]=1, predict the reactants needed to synthesize it. The reactants are: [NH2:1][C:2]1[CH:7]=[CH:6][C:5]([CH3:8])=[CH:4][CH:3]=1.C(=O)([O-])[O-].[K+].[K+].[C:15](Cl)(=[O:17])[CH3:16]. (6) Given the product [C:1]([C:5]1[CH:6]=[C:7]2[C:11](=[CH:12][CH:13]=1)[C:10](=[O:9])[NH:20][N:19]=[CH:8]2)([CH3:4])([CH3:3])[CH3:2], predict the reactants needed to synthesize it. The reactants are: [C:1]([C:5]1[CH:6]=[C:7]2[C:11](=[CH:12][CH:13]=1)[C:10](=O)[O:9][CH:8]2OCC)([CH3:4])([CH3:3])[CH3:2].O.[NH2:19][NH2:20].C(O)(=O)C. (7) The reactants are: Br[CH:2]1[CH2:28][CH2:27][C:5]2([O:9][C:8]([C:10]3[CH:11]=[CH:12][C:13]4[N:14]([N:16]=[CH:17][N:18]=4)[CH:15]=3)=[C:7]([C:19]3[CH:20]=[C:21]([CH3:25])[CH:22]=[CH:23][CH:24]=3)[C:6]2=[O:26])[CH2:4][CH2:3]1.[N-:29]=[N+:30]=[N-:31].[Na+].CN(C)C=O. Given the product [N:18]1[CH:17]=[N:16][N:14]2[CH:15]=[C:10]([C:8]3[O:9][C:5]4([CH2:4][CH2:3][CH:2]([N:29]=[N+:30]=[N-:31])[CH2:28][CH2:27]4)[C:6](=[O:26])[C:7]=3[C:19]3[CH:20]=[C:21]([CH3:25])[CH:22]=[CH:23][CH:24]=3)[CH:11]=[CH:12][C:13]=12, predict the reactants needed to synthesize it.